Dataset: Forward reaction prediction with 1.9M reactions from USPTO patents (1976-2016). Task: Predict the product of the given reaction. Given the reactants [CH:1]([O:4][C:5]([N:7]1[CH2:13][CH2:12][CH2:11][CH:10]([N:14]([CH2:21][C:22]2[CH:27]=[C:26]([C:28]([F:31])([F:30])[F:29])[CH:25]=[C:24]([C:32]([F:35])([F:34])[F:33])[CH:23]=2)[C:15](=O)[CH2:16][C:17](=O)[CH3:18])[C:9]2[CH:36]=[CH:37][C:38]([Cl:40])=[CH:39][C:8]1=2)=[O:6])([CH3:3])[CH3:2].O=P12OP3(OP(OP(O3)(O1)=O)(=O)O2)=O.O.[NH2:56][NH2:57], predict the reaction product. The product is: [F:35][C:32]([F:34])([F:33])[C:24]1[CH:23]=[C:22]([CH:27]=[C:26]([C:28]([F:29])([F:30])[F:31])[CH:25]=1)[CH2:21][N:14]([C:15]1[CH:16]=[C:17]([CH3:18])[NH:57][N:56]=1)[CH:10]1[CH2:11][CH2:12][CH2:13][N:7]([C:5]([O:4][CH:1]([CH3:2])[CH3:3])=[O:6])[C:8]2[CH:39]=[C:38]([Cl:40])[CH:37]=[CH:36][C:9]1=2.